Predict the reaction yield, written as a fraction of the theoretical maximum amount of product (1.0 means a 100% yield; for example, 0.34 means a 34% yield). From a dataset of Reaction yield outcomes from USPTO patents with 853,638 reactions. (1) The reactants are [CH3:1][C:2]1[O:6][N:5]=[C:4]([C:7]2[CH:12]=[CH:11][N:10]=[CH:9][N:8]=2)[C:3]=1[CH2:13][O:14][C:15]1[CH:23]=[CH:22][C:18]([C:19]([OH:21])=O)=[CH:17][N:16]=1.[CH:24]1([NH2:27])[CH2:26][CH2:25]1. No catalyst specified. The product is [CH:24]1([NH:27][C:19](=[O:21])[C:18]2[CH:22]=[CH:23][C:15]([O:14][CH2:13][C:3]3[C:4]([C:7]4[CH:12]=[CH:11][N:10]=[CH:9][N:8]=4)=[N:5][O:6][C:2]=3[CH3:1])=[N:16][CH:17]=2)[CH2:26][CH2:25]1. The yield is 0.810. (2) The reactants are [Br:1][C:2]1[CH:11]=[CH:10][C:9]2[CH:7]3[O:8][CH:6]3[CH2:5][C:4]=2[CH:3]=1.[CH3:12][C:13]1([N:26]2[CH2:31][CH2:30][NH:29][C@@H:28]([CH3:32])[CH2:27]2)[CH2:18][CH2:17][N:16]([C:19]([O:21][C:22]([CH3:25])([CH3:24])[CH3:23])=[O:20])[CH2:15][CH2:14]1. The catalyst is C(O)C. The product is [Br:1][C:2]1[CH:3]=[C:4]2[C:9](=[CH:10][CH:11]=1)[C@@H:7]([N:29]1[CH2:30][CH2:31][N:26]([C:13]3([CH3:12])[CH2:18][CH2:17][N:16]([C:19]([O:21][C:22]([CH3:25])([CH3:24])[CH3:23])=[O:20])[CH2:15][CH2:14]3)[CH2:27][C@@H:28]1[CH3:32])[C@H:6]([OH:8])[CH2:5]2. The yield is 0.494.